Predict the reactants needed to synthesize the given product. From a dataset of Full USPTO retrosynthesis dataset with 1.9M reactions from patents (1976-2016). (1) Given the product [C:25]([O:24][C@@H:18]([C:9]1[C:8]([CH3:29])=[CH:7][C:5]2[N:6]=[C:2]([C:43]3[CH:44]=[C:45]4[C:40]([C:39]([N:55]5[CH2:60][CH2:59][N:58]([CH3:61])[CH2:57][CH2:56]5)=[N:38][N:37]4[CH3:36])=[CH:41][CH:42]=3)[S:3][C:4]=2[C:10]=1[C:11]1[CH:16]=[CH:15][C:14]([Cl:17])=[CH:13][CH:12]=1)[C:19]([OH:21])=[O:20])([CH3:28])([CH3:26])[CH3:27], predict the reactants needed to synthesize it. The reactants are: Br[C:2]1[S:3][C:4]2[C:10]([C:11]3[CH:16]=[CH:15][C:14]([Cl:17])=[CH:13][CH:12]=3)=[C:9]([C@H:18]([O:24][C:25]([CH3:28])([CH3:27])[CH3:26])[C:19]([O:21]CC)=[O:20])[C:8]([CH3:29])=[CH:7][C:5]=2[N:6]=1.C([O-])([O-])=O.[K+].[K+].[CH3:36][N:37]1[C:45]2[C:40](=[CH:41][CH:42]=[C:43](B3OC(C)(C)C(C)(C)O3)[CH:44]=2)[C:39]([N:55]2[CH2:60][CH2:59][N:58]([CH3:61])[CH2:57][CH2:56]2)=[N:38]1.[OH-].[Na+]. (2) Given the product [Cl:14][C:15]1[N:24]=[C:23]([N:32]2[CH2:33][CH2:34][C@H:30]([NH:29][C:26](=[O:28])[CH3:27])[CH2:31]2)[C:22]2[CH2:21][CH2:20][CH2:19][CH2:18][C:17]=2[N:16]=1, predict the reactants needed to synthesize it. The reactants are: C(N(C(C)C)CC)(C)C.C(Cl)(Cl)Cl.[Cl:14][C:15]1[N:24]=[C:23](Cl)[C:22]2[CH2:21][CH2:20][CH2:19][CH2:18][C:17]=2[N:16]=1.[C:26]([NH:29][C@H:30]1[CH2:34][CH2:33][NH:32][CH2:31]1)(=[O:28])[CH3:27]. (3) The reactants are: [CH:1]([O:4][C:5]1[CH:13]=[CH:12][C:11]([S:14]([CH3:17])(=[O:16])=[O:15])=[CH:10][C:6]=1[C:7]([OH:9])=O)([CH3:3])[CH3:2].Cl.[N:19]1([C:25]2[S:26][C:27]3[C:28](=[C:30]([OH:34])[CH:31]=[CH:32][CH:33]=3)[N:29]=2)[CH2:24][CH2:23][NH:22][CH2:21][CH2:20]1. Given the product [OH:34][C:30]1[C:28]2[N:29]=[C:25]([N:19]3[CH2:24][CH2:23][N:22]([C:7]([C:6]4[CH:10]=[C:11]([S:14]([CH3:17])(=[O:16])=[O:15])[CH:12]=[CH:13][C:5]=4[O:4][CH:1]([CH3:2])[CH3:3])=[O:9])[CH2:21][CH2:20]3)[S:26][C:27]=2[CH:33]=[CH:32][CH:31]=1, predict the reactants needed to synthesize it. (4) Given the product [OH:26][C@@H:21]1[CH2:22][CH2:23][CH2:24][CH2:25][C@H:20]1[NH:19][C:17]1[S:18][C:14]2[CH:13]=[C:12]([CH2:11][N:8]3[C:5]4=[N:6][CH:7]=[C:2]([C:34](=[O:36])[CH3:35])[CH:3]=[C:4]4[N:10]=[CH:9]3)[CH:28]=[CH:27][C:15]=2[N:16]=1, predict the reactants needed to synthesize it. The reactants are: Br[C:2]1[CH:3]=[C:4]2[N:10]=[CH:9][N:8]([CH2:11][C:12]3[CH:28]=[CH:27][C:15]4[N:16]=[C:17]([NH:19][C@@H:20]5[CH2:25][CH2:24][CH2:23][CH2:22][C@H:21]5[OH:26])[S:18][C:14]=4[CH:13]=3)[C:5]2=[N:6][CH:7]=1.C([Sn](CCCC)(CCCC)[C:34]([O:36]CC)=[CH2:35])CCC.Cl. (5) The reactants are: [CH3:1][O:2][C:3]1[N:8]=[C:7]([CH2:9][CH2:10][OH:11])[CH:6]=[CH:5][CH:4]=1.C(N(CC)CC)C.[C:19]1([CH3:29])[CH:24]=[CH:23][C:22]([S:25](Cl)(=[O:27])=[O:26])=[CH:21][CH:20]=1. Given the product [CH3:29][C:19]1[CH:24]=[CH:23][C:22]([S:25]([O:11][CH2:10][CH2:9][C:7]2[CH:6]=[CH:5][CH:4]=[C:3]([O:2][CH3:1])[N:8]=2)(=[O:27])=[O:26])=[CH:21][CH:20]=1, predict the reactants needed to synthesize it. (6) The reactants are: [NH:1]1[CH2:6][CH2:5][CH2:4][C@@H:3]([NH:7][C:8](=[O:14])[O:9][C:10]([CH3:13])([CH3:12])[CH3:11])[CH2:2]1.[Br:15][C:16]1[C:17](F)=[C:18]2[C:24]([NH:25][C:26](=[O:33])[C:27]3[CH:32]=[CH:31][CH:30]=[CH:29][CH:28]=3)=[CH:23][NH:22][C:19]2=[N:20][CH:21]=1.CC#N.O. Given the product [C:26]([NH:25][C:24]1[C:18]2[C:19](=[N:20][CH:21]=[C:16]([Br:15])[C:17]=2[N:1]2[CH2:6][CH2:5][CH2:4][C@@H:3]([NH:7][C:8](=[O:14])[O:9][C:10]([CH3:11])([CH3:13])[CH3:12])[CH2:2]2)[NH:22][CH:23]=1)(=[O:33])[C:27]1[CH:28]=[CH:29][CH:30]=[CH:31][CH:32]=1, predict the reactants needed to synthesize it. (7) Given the product [O:13]([C@H:10]1[CH2:11][CH2:12][N:8]([C:1]([O:3][C:4]([CH3:7])([CH3:6])[CH3:5])=[O:2])[CH2:9]1)[C:14]1[CH:19]=[CH:18][CH:17]=[CH:16][CH:15]=1, predict the reactants needed to synthesize it. The reactants are: [C:1]([N:8]1[CH2:12][CH2:11][C@@H:10]([OH:13])[CH2:9]1)([O:3][C:4]([CH3:7])([CH3:6])[CH3:5])=[O:2].[C:14]1(O)[CH:19]=[CH:18][CH:17]=[CH:16][CH:15]=1.C1(P(C2C=CC=CC=2)C2C=CC=CC=2)C=CC=CC=1.